This data is from Reaction yield outcomes from USPTO patents with 853,638 reactions. The task is: Predict the reaction yield, written as a fraction of the theoretical maximum amount of product (1.0 means a 100% yield; for example, 0.34 means a 34% yield). (1) The reactants are [F:1][C:2]([F:18])([F:17])[C:3]1[C:12]2[C:11](=[O:13])[NH:10][C@@H:9]3[CH2:14][NH:15][CH2:16][C@H:8]3[C:7]=2[CH:6]=[CH:5][CH:4]=1.[CH:19]([C:21]1[CH:30]=[CH:29][CH:28]=[C:27](C(F)(F)F)[C:22]=1C(OC)=O)=O.C(=O)C1C=CC=CC=1.C(O[BH-](OC(=O)C)OC(=O)C)(=O)C.[Na+]. The catalyst is ClCCCl.C(O)(=O)C.C([O-])(O)=O.[Na+]. The product is [CH2:19]([N:15]1[CH2:16][C@@H:8]2[C@H:9]([NH:10][C:11](=[O:13])[C:12]3[C:3]([C:2]([F:1])([F:17])[F:18])=[CH:4][CH:5]=[CH:6][C:7]=32)[CH2:14]1)[C:21]1[CH:30]=[CH:29][CH:28]=[CH:27][CH:22]=1. The yield is 0.830. (2) The reactants are [C:1]([N:5]1[C:9]2=[N:10][C:11](F)=[CH:12][CH:13]=[C:8]2[C:7]([C:15]([OH:17])=O)=[N:6]1)([CH3:4])([CH3:3])[CH3:2].[CH2:18](N(CC)CC)[CH3:19].CCN=C=N[CH2:30][CH2:31][CH2:32][N:33](C)C.Cl.C1C=[N:41]C2N(O)N=NC=2C=1.C(CCC)C. The catalyst is C(Cl)Cl.N.CO. The product is [CH2:18]([CH:32]([NH:33][C:15]([C:7]1[C:8]2[C:9](=[N:10][C:11]([NH2:41])=[CH:12][CH:13]=2)[N:5]([C:1]([CH3:2])([CH3:3])[CH3:4])[N:6]=1)=[O:17])[CH2:31][CH3:30])[CH3:19]. The yield is 0.300. (3) The reactants are [CH2:1]([NH:8][C:9]1[CH:14]=[C:13]([NH:15][C:16]2[CH:21]=[CH:20][C:19](Br)=[CH:18][CH:17]=2)[N:12]=[CH:11][C:10]=1[CH2:23][C:24]([NH2:26])=[O:25])[C:2]1[CH:7]=[CH:6][CH:5]=[CH:4][CH:3]=1.[Cu](C#N)[C:28]#[N:29].C(N)CN. The catalyst is CN1CCCC1=O. The product is [CH2:1]([NH:8][C:9]1[CH:14]=[C:13]([NH:15][C:16]2[CH:21]=[CH:20][C:19]([C:28]#[N:29])=[CH:18][CH:17]=2)[N:12]=[CH:11][C:10]=1[CH2:23][C:24]([NH2:26])=[O:25])[C:2]1[CH:7]=[CH:6][CH:5]=[CH:4][CH:3]=1. The yield is 0.130. (4) The reactants are CC1C=CC(S([O:11][CH2:12][CH2:13][C:14]2[CH:19]=[CH:18][CH:17]=[CH:16][CH:15]=2)(=O)=O)=CC=1.[CH2:20]([NH:27][C:28]([C:30]1[S:31][C:32]([N:36]2[CH:41]=[CH:40][C:39](O)=[CH:38][C:37]2=[O:43])=[CH:33][C:34]=1[CH3:35])=[O:29])[C:21]1[CH:26]=[CH:25][CH:24]=[CH:23][CH:22]=1. No catalyst specified. The product is [CH2:20]([NH:27][C:28]([C:30]1[S:31][C:32]([N:36]2[CH:41]=[CH:40][C:39]([O:11][CH2:12][CH2:13][C:14]3[CH:15]=[CH:16][CH:17]=[CH:18][CH:19]=3)=[CH:38][C:37]2=[O:43])=[CH:33][C:34]=1[CH3:35])=[O:29])[C:21]1[CH:26]=[CH:25][CH:24]=[CH:23][CH:22]=1. The yield is 0.590. (5) The reactants are C([O:3][C:4](=[O:35])[C:5]([CH3:34])([O:7][C:8]1[CH:13]=[CH:12][C:11]([O:14][CH2:15][C:16]2[N:17]([CH3:32])[N:18]=[C:19]([C:21]3[CH:26]=[CH:25][C:24]([O:27][C:28]([F:31])([F:30])[F:29])=[CH:23][CH:22]=3)[CH:20]=2)=[CH:10][C:9]=1[CH3:33])[CH3:6])C.[Li+].[OH-]. The catalyst is C1COCC1.CO. The product is [CH3:34][C:5]([O:7][C:8]1[CH:13]=[CH:12][C:11]([O:14][CH2:15][C:16]2[N:17]([CH3:32])[N:18]=[C:19]([C:21]3[CH:26]=[CH:25][C:24]([O:27][C:28]([F:30])([F:29])[F:31])=[CH:23][CH:22]=3)[CH:20]=2)=[CH:10][C:9]=1[CH3:33])([CH3:6])[C:4]([OH:35])=[O:3]. The yield is 0.950.